This data is from Reaction yield outcomes from USPTO patents with 853,638 reactions. The task is: Predict the reaction yield, written as a fraction of the theoretical maximum amount of product (1.0 means a 100% yield; for example, 0.34 means a 34% yield). The reactants are [CH:1]([O:4][C:5]1[CH:13]=[CH:12][C:11]([S:14]([CH3:17])(=[O:16])=[O:15])=[CH:10][C:6]=1[C:7]([OH:9])=O)([CH3:3])[CH3:2].Cl.[N:19]1[CH:24]=[CH:23][CH:22]=[C:21]([S:25]([C:28]2[S:32][C:31]([N:33]3[CH2:38][CH2:37][NH:36][CH2:35][CH2:34]3)=[N:30][CH:29]=2)(=[O:27])=[O:26])[CH:20]=1. No catalyst specified. The product is [CH:1]([O:4][C:5]1[CH:13]=[CH:12][C:11]([S:14]([CH3:17])(=[O:16])=[O:15])=[CH:10][C:6]=1[C:7]([N:36]1[CH2:35][CH2:34][N:33]([C:31]2[S:32][C:28]([S:25]([C:21]3[CH:20]=[N:19][CH:24]=[CH:23][CH:22]=3)(=[O:27])=[O:26])=[CH:29][N:30]=2)[CH2:38][CH2:37]1)=[O:9])([CH3:2])[CH3:3]. The yield is 0.870.